From a dataset of Peptide-MHC class I binding affinity with 185,985 pairs from IEDB/IMGT. Regression. Given a peptide amino acid sequence and an MHC pseudo amino acid sequence, predict their binding affinity value. This is MHC class I binding data. (1) The peptide sequence is RMMETWHPL. The MHC is HLA-C07:02 with pseudo-sequence HLA-C07:02. The binding affinity (normalized) is 0.365. (2) The peptide sequence is PPSGKGGNY. The MHC is HLA-B07:02 with pseudo-sequence HLA-B07:02. The binding affinity (normalized) is 0.0847. (3) The binding affinity (normalized) is 0.0847. The MHC is HLA-B35:01 with pseudo-sequence HLA-B35:01. The peptide sequence is VYFVLTDRF. (4) The peptide sequence is KLHSGVDVFY. The MHC is HLA-B15:01 with pseudo-sequence HLA-B15:01. The binding affinity (normalized) is 0.906. (5) The peptide sequence is GIVSSMHYK. The MHC is HLA-A02:03 with pseudo-sequence HLA-A02:03. The binding affinity (normalized) is 0.0847. (6) The peptide sequence is SSAMEYLEK. The binding affinity (normalized) is 0.381. The MHC is HLA-A03:01 with pseudo-sequence HLA-A03:01. (7) The peptide sequence is GPAFVRTKL. The MHC is HLA-A03:01 with pseudo-sequence HLA-A03:01. The binding affinity (normalized) is 0.0847. (8) The peptide sequence is FIIDNFGSV. The binding affinity (normalized) is 0.0847. The MHC is HLA-B40:01 with pseudo-sequence HLA-B40:01.